From a dataset of Reaction yield outcomes from USPTO patents with 853,638 reactions. Predict the reaction yield, written as a fraction of the theoretical maximum amount of product (1.0 means a 100% yield; for example, 0.34 means a 34% yield). The reactants are [C:1]([O:20][CH3:21])(=[O:19])[CH2:2][CH2:3][CH2:4][CH2:5][CH2:6][CH2:7][CH2:8]/[CH:9]=[CH:10]\CCCCCCCC.CCCCCCCCCCCCCC.C=C. The catalyst is ClCCl.C(OCC)=C. The product is [CH2:1]=[CH:2][CH2:3][CH2:4][CH2:5][CH2:6][CH2:7][CH2:8][CH2:9][CH3:10].[CH3:21][O:20][C:1](=[O:19])[CH2:2][CH2:3][CH2:4][CH2:5][CH2:6][CH2:7][CH2:8][CH:9]=[CH2:10]. The yield is 0.990.